Dataset: Full USPTO retrosynthesis dataset with 1.9M reactions from patents (1976-2016). Task: Predict the reactants needed to synthesize the given product. (1) Given the product [Cl:1][C:2]1[C:3]([O:12][C:13]2[CH:18]=[C:17]([O:19][CH2:20][CH2:21][O:22][CH3:23])[CH:16]=[CH:15][C:14]=2[CH2:24][CH2:25][NH:31][C:34](=[O:43])[O:60][CH2:53][C:54]2[CH:59]=[CH:58][CH:57]=[CH:56][CH:55]=2)=[N:4][CH:5]=[C:6]([C:8]([F:10])([F:9])[F:11])[CH:7]=1, predict the reactants needed to synthesize it. The reactants are: [Cl:1][C:2]1[C:3]([O:12][C:13]2[CH:18]=[C:17]([O:19][CH2:20][CH2:21][O:22][CH3:23])[CH:16]=[CH:15][C:14]=2[CH2:24][CH2:25]C(O)=O)=[N:4][CH:5]=[C:6]([C:8]([F:11])([F:10])[F:9])[CH:7]=1.C([N:31]([CH2:34]C)CC)C.C1(P(N=[N+]=[N-])(C2C=CC=CC=2)=[O:43])C=CC=CC=1.[CH2:53]([OH:60])[C:54]1[CH:59]=[CH:58][CH:57]=[CH:56][CH:55]=1. (2) Given the product [C:12]([O:15][CH2:16][C:17]1[C:18]([N:32]2[CH2:41][CH2:40][C:39]3[C:34](=[CH:35][CH:36]=[C:37]([CH:42]4[CH2:44][CH2:43]4)[CH:38]=3)[C:33]2=[O:45])=[CH:19][CH:20]=[CH:21][C:22]=1[C:6]1[CH:5]=[CH:4][N:3]=[C:2]([NH2:1])[C:7]=1[N+:8]([O-:10])=[O:9])(=[O:14])[CH3:13], predict the reactants needed to synthesize it. The reactants are: [NH2:1][C:2]1[C:7]([N+:8]([O-:10])=[O:9])=[C:6](Cl)[CH:5]=[CH:4][N:3]=1.[C:12]([O:15][CH2:16][C:17]1[C:22](B2OC(C)(C)C(C)(C)O2)=[CH:21][CH:20]=[CH:19][C:18]=1[N:32]1[CH2:41][CH2:40][C:39]2[C:34](=[CH:35][CH:36]=[C:37]([CH:42]3[CH2:44][CH2:43]3)[CH:38]=2)[C:33]1=[O:45])(=[O:14])[CH3:13].P([O-])([O-])([O-])=O.[K+].[K+].[K+].C([O-])(=O)C.[Na+].C(#N)C. (3) Given the product [C:13]([O:16][C:17]([NH:1][C:2]1[S:3][C:4]([C:7]([O:9][CH2:10][CH3:11])=[O:8])=[CH:5][N:6]=1)=[O:18])([CH3:15])([CH3:14])[CH3:12], predict the reactants needed to synthesize it. The reactants are: [NH2:1][C:2]1[S:3][C:4]([C:7]([O:9][CH2:10][CH3:11])=[O:8])=[CH:5][N:6]=1.[CH3:12][C:13]([O:16][C:17](O[C:17]([O:16][C:13]([CH3:15])([CH3:14])[CH3:12])=[O:18])=[O:18])([CH3:15])[CH3:14].CO.O.